Dataset: Reaction yield outcomes from USPTO patents with 853,638 reactions. Task: Predict the reaction yield, written as a fraction of the theoretical maximum amount of product (1.0 means a 100% yield; for example, 0.34 means a 34% yield). (1) The reactants are [OH:1][C:2]1[C:3]2[C:7]([CH:8]=[C:9]([C:11]([O:13][CH3:14])=[O:12])[CH:10]=1)=[N:6][N:5]([CH3:15])[CH:4]=2.C(=O)([O-])[O-].[Cs+].[Cs+].Cl[C:23]1[N:24]=[CH:25][C:26]([C:29]([N:31]([CH3:33])[CH3:32])=[O:30])=[N:27][CH:28]=1. The catalyst is CN(C)C=O.[Cu](I)I. The product is [CH3:32][N:31]([CH3:33])[C:29]([C:26]1[N:27]=[CH:28][C:23]([O:1][C:2]2[C:3]3[C:7]([CH:8]=[C:9]([C:11]([O:13][CH3:14])=[O:12])[CH:10]=2)=[N:6][N:5]([CH3:15])[CH:4]=3)=[N:24][CH:25]=1)=[O:30]. The yield is 0.700. (2) The reactants are [CH2:1]1[C:11]2=[C:12]3[C:7](=[CH:8][CH:9]=[CH:10]2)[CH2:6][CH2:5][N:4]([CH2:13][CH2:14][CH2:15][NH2:16])[CH:3]3[CH2:2]1.C([O-])(O)=O.[Na+].[C:22](OC(=O)C)(=[O:24])[CH3:23]. The catalyst is C(Cl)Cl. The product is [CH2:1]1[C:11]2=[C:12]3[C:7](=[CH:8][CH:9]=[CH:10]2)[CH2:6][CH2:5][N:4]([CH2:13][CH2:14][CH2:15][NH:16][C:22](=[O:24])[CH3:23])[CH:3]3[CH2:2]1. The yield is 0.900. (3) The reactants are [Br:1][C:2]1[CH:7]=[CH:6][C:5]([C:8](=[O:10])[CH3:9])=[C:4]([OH:11])[CH:3]=1.C([O-])([O-])=O.[K+].[K+].[I-].[K+].Br[CH2:21][CH2:22][NH:23][C:24](=[O:30])[O:25][C:26]([CH3:29])([CH3:28])[CH3:27]. The catalyst is CN(C=O)C. The product is [C:8]([C:5]1[CH:6]=[CH:7][C:2]([Br:1])=[CH:3][C:4]=1[O:11][CH2:21][CH2:22][NH:23][C:24](=[O:30])[O:25][C:26]([CH3:29])([CH3:28])[CH3:27])(=[O:10])[CH3:9]. The yield is 0.840. (4) The reactants are [C:1]([O:5][C:6]([N:8]1[CH2:13][CH2:12][N:11]([C:14]2[CH:19]=[CH:18][C:17]([N+:20]([O-])=O)=[C:16]([N:23]3[CH2:28][CH2:27][CH:26]([CH3:29])[CH2:25][CH2:24]3)[CH:15]=2)[CH2:10][CH2:9]1)=[O:7])([CH3:4])([CH3:3])[CH3:2].[C:30]([C:32]1[O:36][C:35]([C:37](O)=[O:38])=[CH:34][CH:33]=1)#[N:31].C(Cl)(=O)C(Cl)=O.CCN(C(C)C)C(C)C. No catalyst specified. The product is [C:1]([O:5][C:6]([N:8]1[CH2:13][CH2:12][N:11]([C:14]2[CH:19]=[CH:18][C:17]([NH:20][C:37]([C:35]3[O:36][C:32]([C:30]#[N:31])=[CH:33][CH:34]=3)=[O:38])=[C:16]([N:23]3[CH2:28][CH2:27][CH:26]([CH3:29])[CH2:25][CH2:24]3)[CH:15]=2)[CH2:10][CH2:9]1)=[O:7])([CH3:4])([CH3:3])[CH3:2]. The yield is 0.880. (5) The product is [F:6][C:7]1[CH:25]=[CH:24][C:10]([CH2:11][O:12][C:13]2[N:18]=[CH:17][C:16]([CH2:19][C:20]3[CH:27]=[C:26]([C:28]4[C:29]([NH2:35])=[N:30][C:31]([NH2:34])=[CH:32][CH:33]=4)[O:22][N:21]=3)=[CH:15][CH:14]=2)=[CH:9][CH:8]=1. The catalyst is O. The reactants are O1CCCC1.[F:6][C:7]1[CH:25]=[CH:24][C:10]([CH2:11][O:12][C:13]2[N:18]=[CH:17][C:16]([CH2:19][C:20](Cl)=[N:21][OH:22])=[CH:15][CH:14]=2)=[CH:9][CH:8]=1.[C:26]([C:28]1[C:29]([NH2:35])=[N:30][C:31]([NH2:34])=[CH:32][CH:33]=1)#[CH:27].C(N(CC)CC)C. The yield is 0.765.